From a dataset of Reaction yield outcomes from USPTO patents with 853,638 reactions. Predict the reaction yield, written as a fraction of the theoretical maximum amount of product (1.0 means a 100% yield; for example, 0.34 means a 34% yield). (1) The reactants are [CH2:1]([O:8][C:9]1[CH:14]=[C:13]([F:15])[C:12]([F:16])=[CH:11][C:10]=1[CH2:17][CH2:18][I:19])[C:2]1[CH:7]=[CH:6][CH:5]=[CH:4][CH:3]=1.[CH:20]1[CH:25]=[CH:24][C:23]([P:26]([C:33]2[CH:38]=[CH:37][CH:36]=[CH:35][CH:34]=2)[C:27]2[CH:32]=[CH:31][CH:30]=[CH:29][CH:28]=2)=[CH:22][CH:21]=1. The catalyst is C1(C)C(C)=CC=CC=1. The product is [I-:19].[CH2:1]([O:8][C:9]1[CH:14]=[C:13]([F:15])[C:12]([F:16])=[CH:11][C:10]=1[CH2:17][CH2:18][P+:26]([C:27]1[CH:28]=[CH:29][CH:30]=[CH:31][CH:32]=1)([C:33]1[CH:38]=[CH:37][CH:36]=[CH:35][CH:34]=1)[C:23]1[CH:22]=[CH:21][CH:20]=[CH:25][CH:24]=1)[C:2]1[CH:7]=[CH:6][CH:5]=[CH:4][CH:3]=1. The yield is 0.790. (2) The reactants are Br[C:2]1[CH:3]=[N:4][CH:5]=[C:6]([Br:8])[CH:7]=1.[CH3:9][N:10]1[CH2:15][CH2:14][NH:13][CH2:12][CH2:11]1.C([O-])([O-])=O.[K+].[K+]. The catalyst is CN(C=O)C. The product is [Br:8][C:6]1[CH:7]=[C:2]([N:13]2[CH2:14][CH2:15][N:10]([CH3:9])[CH2:11][CH2:12]2)[CH:3]=[N:4][CH:5]=1. The yield is 0.798. (3) The reactants are [C:1]([NH:5][S:6]([CH2:9][CH2:10][C:11]1[CH:16]=[CH:15][C:14]([NH2:17])=[C:13](Br)[CH:12]=1)(=[O:8])=[O:7])([CH3:4])([CH3:3])[CH3:2].[CH3:19][C:20]1([CH3:29])[CH2:25][CH2:24][C:23](B(O)O)=[CH:22][CH2:21]1.C([O-])([O-])=O.[Na+].[Na+]. The catalyst is C1(C)C=CC=CC=1.CCO.CCOC(C)=O.C1C=CC([P]([Pd]([P](C2C=CC=CC=2)(C2C=CC=CC=2)C2C=CC=CC=2)([P](C2C=CC=CC=2)(C2C=CC=CC=2)C2C=CC=CC=2)[P](C2C=CC=CC=2)(C2C=CC=CC=2)C2C=CC=CC=2)(C2C=CC=CC=2)C2C=CC=CC=2)=CC=1. The product is [C:1]([NH:5][S:6]([CH2:9][CH2:10][C:11]1[CH:16]=[CH:15][C:14]([NH2:17])=[C:13]([C:23]2[CH2:24][CH2:25][C:20]([CH3:29])([CH3:19])[CH2:21][CH:22]=2)[CH:12]=1)(=[O:8])=[O:7])([CH3:4])([CH3:3])[CH3:2]. The yield is 0.640. (4) The catalyst is [Cl-].C([N+](CCCC)(CCCC)CCCC)CCC.CN(C=O)C.C(Cl)Cl.C([O-])(=O)C.C([O-])(=O)C.[Pd+2]. The reactants are [OH:1][C:2]1[CH:7]=[CH:6][C:5]([C:8]2[CH:13]=[CH:12][C:11]([C:14]#[N:15])=[CH:10][CH:9]=2)=[CH:4][C:3]=1I.[CH3:17][O:18][CH:19]=[CH:20][CH:21]=[CH2:22].C(=O)(O)[O-].[Na+]. The yield is 0.550. The product is [CH3:17][O:18]/[CH:19]=[CH:20]/[CH:21]1[CH2:22][C:3]2[CH:4]=[C:5]([C:8]3[CH:13]=[CH:12][C:11]([C:14]#[N:15])=[CH:10][CH:9]=3)[CH:6]=[CH:7][C:2]=2[O:1]1. (5) The reactants are [CH2:1]([C@H:3]1[C@@H:7]([C:8]2[N:12]3[C:13]4[CH:19]=[CH:18][N:17](S(C5C=CC(C)=CC=5)(=O)=O)[C:14]=4[N:15]=[CH:16][C:11]3=[N:10][N:9]=2)[CH2:6][C:5](=[CH:30][C:31]([O:33][CH2:34][CH3:35])=[O:32])[CH2:4]1)[CH3:2].CCCC[N+](CCCC)(CCCC)CCCC.[F-].CCOC(C)=O. The catalyst is C1COCC1.[Cl-].[Na+].O. The product is [CH2:1]([C@H:3]1[C@@H:7]([C:8]2[N:12]3[C:13]4[CH:19]=[CH:18][NH:17][C:14]=4[N:15]=[CH:16][C:11]3=[N:10][N:9]=2)[CH2:6][C:5](=[CH:30][C:31]([O:33][CH2:34][CH3:35])=[O:32])[CH2:4]1)[CH3:2]. The yield is 1.00. (6) The reactants are Br[Si](C)(C)C.[CH3:6][O:7][C:8]([CH:10]([P:25]([O:29]C)([O:27]C)=[O:26])[O:11][C@@H:12]1[CH2:16][C@H:15]([N:17]2[CH:24]=[CH:23][C:21]([NH2:22])=[N:20][C:18]2=[O:19])[CH2:14][CH2:13]1)=[O:9].O. The catalyst is ClCCl. The product is [CH3:6][O:7][C:8]([CH:10]([P:25]([OH:29])([OH:27])=[O:26])[O:11][C@@H:12]1[CH2:16][C@H:15]([N:17]2[CH:24]=[CH:23][C:21]([NH2:22])=[N:20][C:18]2=[O:19])[CH2:14][CH2:13]1)=[O:9]. The yield is 1.00.